From a dataset of Full USPTO retrosynthesis dataset with 1.9M reactions from patents (1976-2016). Predict the reactants needed to synthesize the given product. (1) The reactants are: Br[C:2]1[CH:15]=[C:14]2[C:5]([O:6][C:7]3[C:8]([F:24])=[CH:9][C:10](OC)=[CH:11][C:12]=3[C@@:13]32[CH2:20][CH2:19][O:18][C:17]([NH2:21])=[N:16]3)=[CH:4][CH:3]=1.[F:25][C:26]1[C:31](B(O)O)=[CH:30][CH:29]=[CH:28][N:27]=1.[N:35]1[CH:40]=[CH:39][CH:38]=[C:37](B(O)O)[CH:36]=1. Given the product [F:24][C:8]1[C:7]2[O:6][C:5]3[C:14](=[CH:15][C:2]([C:31]4[C:26]([F:25])=[N:27][CH:28]=[CH:29][CH:30]=4)=[CH:3][CH:4]=3)[C@@:13]3([CH2:20][CH2:19][O:18][C:17]([NH2:21])=[N:16]3)[C:12]=2[CH:11]=[C:10]([C:37]2[CH:36]=[N:35][CH:40]=[CH:39][CH:38]=2)[CH:9]=1, predict the reactants needed to synthesize it. (2) Given the product [OH:17][C:14]1[CH:15]=[CH:16][C:11]([S:8]([C:3]2[CH:2]=[CH:1][C:6]([O:7][CH2:29][C:30]([O:32][CH3:33])=[O:31])=[CH:5][CH:4]=2)(=[O:10])=[O:9])=[CH:12][CH:13]=1, predict the reactants needed to synthesize it. The reactants are: [CH:1]1[C:6]([OH:7])=[CH:5][CH:4]=[C:3]([S:8]([C:11]2[CH:16]=[CH:15][C:14]([OH:17])=[CH:13][CH:12]=2)(=[O:10])=[O:9])[CH:2]=1.C(=O)([O-])[O-].[K+].[K+].CS(C)=O.Cl[CH2:29][C:30]([O:32][CH3:33])=[O:31]. (3) Given the product [F:1][C:2]1[CH:3]=[CH:4][C:5]([CH2:6][CH:7]2[CH2:8][CH2:9][N:10]([C:13](=[O:17])[C:14]([NH:20][C:21]3[CH:22]=[C:23]4[C:27](=[CH:28][CH:29]=3)[CH2:26][CH2:25][CH2:24]4)=[O:16])[CH2:11][CH2:12]2)=[CH:18][CH:19]=1, predict the reactants needed to synthesize it. The reactants are: [F:1][C:2]1[CH:19]=[CH:18][C:5]([CH2:6][CH:7]2[CH2:12][CH2:11][N:10]([C:13](=[O:17])[C:14]([OH:16])=O)[CH2:9][CH2:8]2)=[CH:4][CH:3]=1.[NH2:20][C:21]1[CH:22]=[C:23]2[C:27](=[CH:28][CH:29]=1)[CH2:26][CH2:25][CH2:24]2. (4) Given the product [OH:33][CH2:32][CH2:34][NH:35][C:26]([CH2:25][NH:24][C:22](=[O:23])[C:21]1[CH:29]=[CH:30][C:18]([S:15](=[O:17])(=[O:16])[NH:14][C:9]2[CH:10]=[CH:11][CH:12]=[CH:13][C:8]=2[O:1][C:2]2[CH:7]=[CH:6][CH:5]=[CH:4][CH:3]=2)=[CH:19][CH:20]=1)=[O:27], predict the reactants needed to synthesize it. The reactants are: [O:1]([C:8]1[CH:13]=[CH:12][CH:11]=[CH:10][C:9]=1[NH:14][S:15]([C:18]1[CH:30]=[CH:29][C:21]([C:22]([NH:24][CH2:25][C:26](O)=[O:27])=[O:23])=[CH:20][CH:19]=1)(=[O:17])=[O:16])[C:2]1[CH:7]=[CH:6][CH:5]=[CH:4][CH:3]=1.Cl.[CH2:32]([CH2:34][NH2:35])[OH:33].